From a dataset of Forward reaction prediction with 1.9M reactions from USPTO patents (1976-2016). Predict the product of the given reaction. Given the reactants Br[C:2]1[N:3]=[C:4]([NH:9][CH2:10][C:11]2[C:16]([Cl:17])=[CH:15][CH:14]=[CH:13][C:12]=2[Cl:18])[C:5]([NH2:8])=[N:6][CH:7]=1.C[O:20][C:21](=[O:37])[CH2:22][N:23]1[CH:27]=[C:26](B2OC(C)(C)C(C)(C)O2)[CH:25]=[N:24]1.C([O-])([O-])=O.[Na+].[Na+], predict the reaction product. The product is: [NH2:8][C:5]1[N:6]=[CH:7][C:2]([C:26]2[CH:25]=[N:24][N:23]([CH2:22][C:21]([OH:37])=[O:20])[CH:27]=2)=[N:3][C:4]=1[NH:9][CH2:10][C:11]1[C:16]([Cl:17])=[CH:15][CH:14]=[CH:13][C:12]=1[Cl:18].